Dataset: Reaction yield outcomes from USPTO patents with 853,638 reactions. Task: Predict the reaction yield, written as a fraction of the theoretical maximum amount of product (1.0 means a 100% yield; for example, 0.34 means a 34% yield). The product is [S:1]1[C:5]([CH:6]([OH:7])[C:17]#[N:18])=[CH:4][C:3]2[CH:8]=[CH:9][CH:10]=[CH:11][C:2]1=2. The catalyst is C1COCC1.O.[Cl-].[Na+].O. The reactants are [S:1]1[C:5]([CH:6]=[O:7])=[CH:4][C:3]2[CH:8]=[CH:9][CH:10]=[CH:11][C:2]1=2.OS([O-])=O.[Na+].[C-:17]#[N:18].[K+]. The yield is 0.460.